This data is from Full USPTO retrosynthesis dataset with 1.9M reactions from patents (1976-2016). The task is: Predict the reactants needed to synthesize the given product. (1) Given the product [OH:8][C:9]1[CH:20]=[CH:19][C:12]([C:13]([N:15]([O:17][CH3:18])[CH3:16])=[O:14])=[CH:11][CH:10]=1, predict the reactants needed to synthesize it. The reactants are: C([O:8][C:9]1[CH:20]=[CH:19][C:12]([C:13]([N:15]([O:17][CH3:18])[CH3:16])=[O:14])=[CH:11][CH:10]=1)C1C=CC=CC=1. (2) Given the product [C:15]1([C:21](=[N:28][C:29]2[CH:40]=[C:33]([C:34]([C:2]3[C:6]4[CH:7]=[N:8][CH:9]=[C:10]([F:11])[C:5]=4[N:4]([CH:12]([CH3:14])[CH3:13])[CH:3]=3)=[O:35])[CH:32]=[N:31][CH:30]=2)[C:22]2[CH:27]=[CH:26][CH:25]=[CH:24][CH:23]=2)[CH:20]=[CH:19][CH:18]=[CH:17][CH:16]=1, predict the reactants needed to synthesize it. The reactants are: Br[C:2]1[C:6]2[CH:7]=[N:8][CH:9]=[C:10]([F:11])[C:5]=2[N:4]([CH:12]([CH3:14])[CH3:13])[CH:3]=1.[C:15]1([C:21](=[N:28][C:29]2[CH:30]=[N:31][CH:32]=[C:33]([CH:40]=2)[C:34](N(OC)C)=[O:35])[C:22]2[CH:27]=[CH:26][CH:25]=[CH:24][CH:23]=2)[CH:20]=[CH:19][CH:18]=[CH:17][CH:16]=1. (3) The reactants are: [CH2:1]([C:8]1[N:12]=[C:11]([C:13]2[CH:18]=[CH:17][CH:16]=[CH:15][CH:14]=2)[O:10][N:9]=1)[C:2]1[CH:7]=[CH:6][CH:5]=[CH:4][CH:3]=1.[C:19]([O:23][P:24]([C:31]([C:34]1[CH:39]=[CH:38][C:37]([CH2:40]Br)=[CH:36][C:35]=1[Br:42])([F:33])[F:32])(=[O:30])[O:25][C:26]([CH3:29])([CH3:28])[CH3:27])([CH3:22])([CH3:21])[CH3:20]. Given the product [Br:42][C:35]1[CH:36]=[C:37]([CH2:40][CH:1]([C:2]2[CH:3]=[CH:4][CH:5]=[CH:6][CH:7]=2)[C:8]2[N:12]=[C:11]([C:13]3[CH:18]=[CH:17][CH:16]=[CH:15][CH:14]=3)[O:10][N:9]=2)[CH:38]=[CH:39][C:34]=1[C:31]([P:24](=[O:30])([O:25][C:26]([CH3:29])([CH3:28])[CH3:27])[O:23][C:19]([CH3:22])([CH3:20])[CH3:21])([F:32])[F:33], predict the reactants needed to synthesize it. (4) Given the product [CH2:1]([O:3][C:4](=[O:29])[CH2:5][C:6]1[CH:11]=[CH:10][C:9]([O:12][CH3:13])=[C:8]([O:14][C:15]2[CH:20]=[CH:19][C:18]([C:37]3[CH:38]=[CH:39][C:34]([S:31]([CH3:30])(=[O:33])=[O:32])=[CH:35][CH:36]=3)=[CH:17][C:16]=2[CH2:22][N:23]2[CH2:27][CH2:26][O:25][C:24]2=[O:28])[CH:7]=1)[CH3:2], predict the reactants needed to synthesize it. The reactants are: [CH2:1]([O:3][C:4](=[O:29])[CH2:5][C:6]1[CH:11]=[CH:10][C:9]([O:12][CH3:13])=[C:8]([O:14][C:15]2[CH:20]=[CH:19][C:18](Br)=[CH:17][C:16]=2[CH2:22][N:23]2[CH2:27][CH2:26][O:25][C:24]2=[O:28])[CH:7]=1)[CH3:2].[CH3:30][S:31]([C:34]1[CH:39]=[CH:38][C:37](B(O)O)=[CH:36][CH:35]=1)(=[O:33])=[O:32]. (5) Given the product [F:1][C:2]1[C:3]([OH:10])=[C:4]([CH2:11][C:18]#[N:15])[CH:5]=[CH:6][CH:7]=1, predict the reactants needed to synthesize it. The reactants are: [F:1][C:2]1[C:7](CO)=[CH:6][CH:5]=[CH:4][C:3]=1[OH:10].[C-:11]#N.[Na+].C[N:15]([CH3:18])C=O. (6) Given the product [Br:36][C:9]1[N:8]=[C:7]([CH:1]2[CH2:2][CH2:3][CH2:4][CH2:5][CH2:6]2)[N:11]2[C:12]3[CH:18]=[CH:17][N:16]([S:19]([C:22]4[CH:28]=[CH:27][C:25]([CH3:26])=[CH:24][CH:23]=4)(=[O:20])=[O:21])[C:13]=3[N:14]=[CH:15][C:10]=12, predict the reactants needed to synthesize it. The reactants are: [CH:1]1([C:7]2[N:11]3[C:12]4[CH:18]=[CH:17][N:16]([S:19]([C:22]5[CH:28]=[CH:27][C:25]([CH3:26])=[CH:24][CH:23]=5)(=[O:21])=[O:20])[C:13]=4[N:14]=[CH:15][C:10]3=[CH:9][N:8]=2)[CH2:6][CH2:5][CH2:4][CH2:3][CH2:2]1.C1C(=O)N([Br:36])C(=O)C1.